From a dataset of Forward reaction prediction with 1.9M reactions from USPTO patents (1976-2016). Predict the product of the given reaction. (1) The product is: [CH3:1][O:2][C:3]1[CH:4]=[C:5]2[CH:11]=[C:10]([CH:12]([C:20]3[CH:21]=[CH:22][C:23]([C:26]([F:27])([F:28])[F:29])=[CH:24][CH:25]=3)[CH2:13][CH:14]3[CH2:15][CH2:16][O:17][CH2:18][CH2:19]3)[NH:9][C:6]2=[N:7][CH:8]=1. Given the reactants [CH3:1][O:2][C:3]1[CH:4]=[C:5]2[CH:11]=[C:10]([C:12]([C:20]3[CH:25]=[CH:24][C:23]([C:26]([F:29])([F:28])[F:27])=[CH:22][CH:21]=3)=[CH:13][CH:14]3[CH2:19][CH2:18][O:17][CH2:16][CH2:15]3)[NH:9][C:6]2=[N:7][CH:8]=1, predict the reaction product. (2) Given the reactants [CH3:1][C:2]1[S:3][C:4]2[CH:10]=[C:9]([Sn](C)(C)C)[CH:8]=[CH:7][C:5]=2[N:6]=1.[C:15]([C@H:18]1[CH2:20][C@@H:19]1[C:21]([O:23][CH3:24])=[O:22])(Cl)=[O:16].CCOC(C)=O.CCCCCCC, predict the reaction product. The product is: [CH3:1][C:2]1[S:3][C:4]2[CH:10]=[C:9]([C:15]([C@H:18]3[CH2:20][C@@H:19]3[C:21]([O:23][CH3:24])=[O:22])=[O:16])[CH:8]=[CH:7][C:5]=2[N:6]=1. (3) Given the reactants IC.[C:3]([O:7][C:8]([N:10]1[CH2:14][C@H:13]([OH:15])[CH2:12][C@@H:11]1[C:16]([OH:18])=[O:17])=[O:9])([CH3:6])([CH3:5])[CH3:4].[C:19](=O)([O-])[O-].[Cs+].[Cs+], predict the reaction product. The product is: [OH:15][C@H:13]1[CH2:14][N:10]([C:8]([O:7][C:3]([CH3:6])([CH3:4])[CH3:5])=[O:9])[C@@H:11]([C:16]([O:18][CH3:19])=[O:17])[CH2:12]1. (4) Given the reactants [CH2:1](Br)[C:2]1[CH:7]=[CH:6][CH:5]=[CH:4][CH:3]=1.[H-].[Na+].[CH2:11]([C@:14]1([CH2:28][OH:29])[CH2:18][N:17]([C@@H:19]([C:21]2[CH:26]=[CH:25][CH:24]=[CH:23][CH:22]=2)[CH3:20])[C:16](=[O:27])[CH2:15]1)[CH:12]=[CH2:13].CN(C)C=O, predict the reaction product. The product is: [CH2:11]([C@:14]1([CH2:28][O:29][CH2:1][C:2]2[CH:7]=[CH:6][CH:5]=[CH:4][CH:3]=2)[CH2:18][N:17]([C@@H:19]([C:21]2[CH:22]=[CH:23][CH:24]=[CH:25][CH:26]=2)[CH3:20])[C:16](=[O:27])[CH2:15]1)[CH:12]=[CH2:13]. (5) Given the reactants I[CH2:2][CH2:3][CH2:4][C:5]1[CH:6]=[C:7]([O:11][CH2:12][C:13]2[CH:18]=[CH:17][CH:16]=[CH:15][CH:14]=2)[CH:8]=[CH:9][CH:10]=1.[OH:19][CH2:20][CH2:21][C:22]1[NH:23][CH:24]=[CH:25][N:26]=1.[H-].[Na+], predict the reaction product. The product is: [CH2:12]([O:11][C:7]1[CH:6]=[C:5]([CH2:4][CH2:3][CH2:2][N:23]2[CH:24]=[CH:25][N:26]=[C:22]2[CH2:21][CH2:20][OH:19])[CH:10]=[CH:9][CH:8]=1)[C:13]1[CH:18]=[CH:17][CH:16]=[CH:15][CH:14]=1.